This data is from NCI-60 drug combinations with 297,098 pairs across 59 cell lines. The task is: Regression. Given two drug SMILES strings and cell line genomic features, predict the synergy score measuring deviation from expected non-interaction effect. (1) Drug 1: CC1=C(C=C(C=C1)NC(=O)C2=CC=C(C=C2)CN3CCN(CC3)C)NC4=NC=CC(=N4)C5=CN=CC=C5. Drug 2: C1C(C(OC1N2C=NC(=NC2=O)N)CO)O. Cell line: U251. Synergy scores: CSS=-3.08, Synergy_ZIP=-1.65, Synergy_Bliss=-10.2, Synergy_Loewe=-66.7, Synergy_HSA=-12.1. (2) Drug 1: C1CCN(CC1)CCOC2=CC=C(C=C2)C(=O)C3=C(SC4=C3C=CC(=C4)O)C5=CC=C(C=C5)O. Drug 2: C1CNP(=O)(OC1)N(CCCl)CCCl. Cell line: 786-0. Synergy scores: CSS=4.44, Synergy_ZIP=2.22, Synergy_Bliss=4.10, Synergy_Loewe=2.97, Synergy_HSA=3.28. (3) Drug 1: CC1=CC2C(CCC3(C2CCC3(C(=O)C)OC(=O)C)C)C4(C1=CC(=O)CC4)C. Drug 2: CCC1(C2=C(COC1=O)C(=O)N3CC4=CC5=C(C=CC(=C5CN(C)C)O)N=C4C3=C2)O.Cl. Cell line: MCF7. Synergy scores: CSS=4.16, Synergy_ZIP=-2.00, Synergy_Bliss=4.74, Synergy_Loewe=-18.7, Synergy_HSA=-5.26. (4) Drug 1: C(=O)(N)NO. Drug 2: C1=NNC2=C1C(=O)NC=N2. Cell line: OVCAR3. Synergy scores: CSS=3.62, Synergy_ZIP=-2.96, Synergy_Bliss=-5.39, Synergy_Loewe=-2.95, Synergy_HSA=-2.65. (5) Drug 1: CN(CCCl)CCCl.Cl. Drug 2: C1C(C(OC1N2C=NC(=NC2=O)N)CO)O. Cell line: OVCAR-5. Synergy scores: CSS=15.1, Synergy_ZIP=-5.92, Synergy_Bliss=0.0791, Synergy_Loewe=1.80, Synergy_HSA=2.56.